Dataset: Forward reaction prediction with 1.9M reactions from USPTO patents (1976-2016). Task: Predict the product of the given reaction. (1) Given the reactants [S:1]1[CH:5]=[CH:4][CH:3]=[CH:2]1.C([Li])CCC.CCCCCC.[Br:17][CH2:18][CH2:19][CH2:20][CH2:21]Br, predict the reaction product. The product is: [Br:17][CH2:18][CH2:19][CH2:20][CH2:21][C:2]1[S:1][CH:5]=[CH:4][CH:3]=1. (2) Given the reactants [CH2:1]([O:8][C:9]1[CH:10]=[C:11]([CH:21]=[C:22]([O:24][C:25]2([CH2:29][OH:30])[CH2:28][CH2:27][CH2:26]2)[CH:23]=1)[C:12]([NH:14][C:15]1[CH:19]=[CH:18][N:17]([CH3:20])[N:16]=1)=[O:13])[C:2]1[CH:7]=[CH:6][CH:5]=[CH:4][CH:3]=1.CN(C=O)C.N1C=CN=C1.[C:41]([Si:45](Cl)([CH3:47])[CH3:46])([CH3:44])([CH3:43])[CH3:42], predict the reaction product. The product is: [CH2:1]([O:8][C:9]1[CH:10]=[C:11]([CH:21]=[C:22]([O:24][C:25]2([CH2:29][O:30][Si:45]([C:41]([CH3:44])([CH3:43])[CH3:42])([CH3:47])[CH3:46])[CH2:28][CH2:27][CH2:26]2)[CH:23]=1)[C:12]([NH:14][C:15]1[CH:19]=[CH:18][N:17]([CH3:20])[N:16]=1)=[O:13])[C:2]1[CH:7]=[CH:6][CH:5]=[CH:4][CH:3]=1. (3) Given the reactants [NH:1]1[C:5]2=[N:6][CH:7]=[N:8][C:9]([NH2:10])=[C:4]2[CH:3]=[N:2]1.[H-].[Na+].CS(O[CH:18]1[CH2:23][CH2:22][CH2:21][N:20]([C:24]([O:26][C:27]([CH3:30])([CH3:29])[CH3:28])=[O:25])[CH2:19]1)(=O)=O, predict the reaction product. The product is: [NH2:10][C:9]1[N:8]=[CH:7][N:6]=[C:5]2[N:1]([CH:22]3[CH2:23][CH2:18][CH2:19][N:20]([C:24]([O:26][C:27]([CH3:30])([CH3:29])[CH3:28])=[O:25])[CH2:21]3)[N:2]=[CH:3][C:4]=12. (4) The product is: [CH:9]1([C:2]2[N:3]=[CH:4][C:5]([NH2:8])=[N:6][CH:7]=2)[CH2:11][CH2:10]1. Given the reactants Br[C:2]1[N:3]=[CH:4][C:5]([NH2:8])=[N:6][CH:7]=1.[CH:9]1(B2OC(C)(C)C(C)(C)O2)[CH2:11][CH2:10]1.CC([O-])(C)C.[K+].O1CCOCC1, predict the reaction product. (5) Given the reactants [CH3:1][C:2]1[C:6]([CH3:7])=[C:5]([C:8]([OH:10])=O)[NH:4][N:3]=1.F[P-](F)(F)(F)(F)F.N1(O[P+](N2CCCC2)(N2CCCC2)N2CCCC2)C2C=CC=CC=2N=N1.Cl.[I:45][C:46]1[NH:55][C:49]2=[N:50][CH:51]=[C:52]([NH2:54])[CH:53]=[C:48]2[CH:47]=1.C(N(CC)C(C)C)(C)C, predict the reaction product. The product is: [I:45][C:46]1[NH:55][C:49]2=[N:50][CH:51]=[C:52]([NH:54][C:8]([C:5]3[NH:4][N:3]=[C:2]([CH3:1])[C:6]=3[CH3:7])=[O:10])[CH:53]=[C:48]2[CH:47]=1. (6) Given the reactants C[C@@H]([C@@H]1[C@@]2(C)CCC/C(=C\C=C3\C[C@@H](O)CCC\3=C)/[C@@H]2CC1)CCCC(C)C.[CH3:29][C@:30]12[C@@H:39]3[CH2:40][CH2:41][C@@:42]4([O:47][C@@H:48]5[O:53][C@H:52]([CH2:54][OH:55])[C@@H:51]([OH:56])[C@H:50]([OH:57])[C@H:49]5[O:58][C@@H:59]5[O:64][C@H:63]([CH2:65][OH:66])[C@@H:62]([OH:67])[C@H:61]([O:68][C@@H:69]6[O:74][C@H:73]([CH2:75][OH:76])[C@@H:72]([OH:77])[C@H:71]([OH:78])[C@H:70]6[OH:79])[C@H:60]5[OH:80])[C:44]([CH2:46][C@@:38]3([CH2:43]4)[CH2:37][CH2:36][C@@H:35]1[C@@:34]([C:82]([O:84][C@@H:85]1[O:90][C@H:89]([CH2:91][OH:92])[C@@H:88]([OH:93])[C@H:87]([OH:94])[C@H:86]1[OH:95])=[O:83])([CH3:81])[CH2:33][CH2:32][CH2:31]2)=[CH2:45].C(O)[C@@H]([C@@H](CO)O)O, predict the reaction product. The product is: [CH3:29][C@:30]12[C@@H:39]3[CH2:40][CH2:41][C@@:42]4([O:47][C@@H:48]5[O:53][C@H:52]([CH2:54][OH:55])[C@@H:51]([OH:56])[C@H:50]([OH:57])[C@H:49]5[O:58][C@@H:59]5[O:64][C@H:63]([CH2:65][OH:66])[C@@H:62]([OH:67])[C@H:61]([O:68][C@@H:69]6[O:74][C@H:73]([CH2:75][OH:76])[C@@H:72]([OH:77])[C@H:71]([OH:78])[C@H:70]6[OH:79])[C@H:60]5[OH:80])[C:44]([CH2:46][C@@:38]3([CH2:43]4)[CH2:37][CH2:36][C@@H:35]1[C@@:34]([C:82]([O:84][C@@H:85]1[O:90][C@H:89]([CH2:91][OH:92])[C@@H:88]([OH:93])[C@H:87]([OH:94])[C@H:86]1[OH:95])=[O:83])([CH3:81])[CH2:33][CH2:32][CH2:31]2)=[CH2:45].[CH2:65]([OH:66])[C@H:63]1[O:64][C@H:59]([O:58][C@:49]2([CH2:48][OH:47])[O:53][C@H:52]([CH2:54][OH:55])[C@@H:51]([OH:56])[C@@H:50]2[OH:57])[C@H:60]([OH:80])[C@@H:61]([OH:68])[C@@H:62]1[OH:67]. (7) Given the reactants [NH:1]1[CH:5]=[C:4]([B:6]2[O:14][C:11]([CH3:13])([CH3:12])[C:8]([CH3:10])([CH3:9])[O:7]2)[CH:3]=[N:2]1.C([O-])([O-])=O.[K+].[K+].I[CH:22]([CH3:24])[CH3:23], predict the reaction product. The product is: [CH:22]([N:2]1[CH:3]=[C:4]([B:6]2[O:7][C:8]([CH3:9])([CH3:10])[C:11]([CH3:13])([CH3:12])[O:14]2)[CH:5]=[N:1]1)([CH3:24])[CH3:23]. (8) Given the reactants [Cl:1][C:2]1[C:3]([N:13]2[CH2:18][CH2:17][NH:16][CH2:15][CH2:14]2)=[N:4][CH:5]=[C:6]([CH:12]=1)[C:7]([O:9][CH2:10][CH3:11])=[O:8].[N:19]([C:22]1[CH:27]=[CH:26][CH:25]=[CH:24][C:23]=1[CH3:28])=[C:20]=[O:21], predict the reaction product. The product is: [Cl:1][C:2]1[C:3]([N:13]2[CH2:18][CH2:17][N:16]([C:20]([NH:19][C:22]3[CH:27]=[CH:26][CH:25]=[CH:24][C:23]=3[CH3:28])=[O:21])[CH2:15][CH2:14]2)=[N:4][CH:5]=[C:6]([CH:12]=1)[C:7]([O:9][CH2:10][CH3:11])=[O:8].